From a dataset of Reaction yield outcomes from USPTO patents with 853,638 reactions. Predict the reaction yield, written as a fraction of the theoretical maximum amount of product (1.0 means a 100% yield; for example, 0.34 means a 34% yield). (1) No catalyst specified. The yield is 0.920. The reactants are COC1C=C(OC)C=CC=1C[NH:6][C:7]1[C:16]2[C:11](=[CH:12][CH:13]=[CH:14][CH:15]=2)[C:10]([C:17]#[N:18])=[N:9][CH:8]=1.FC(F)(F)C(O)=O. The product is [NH2:6][C:7]1[C:16]2[C:11](=[CH:12][CH:13]=[CH:14][CH:15]=2)[C:10]([C:17]#[N:18])=[N:9][CH:8]=1. (2) The reactants are Cl[C:2]1[N:11]=[C:10]([NH:12][CH2:13][CH:14]([C:20]2[CH:25]=[CH:24][CH:23]=[CH:22][CH:21]=2)[N:15]2[CH2:19][CH2:18][CH2:17][CH2:16]2)[C:9]2[C:4](=[CH:5][CH:6]=[CH:7][CH:8]=2)[N:3]=1.CC1(C)C(C)(C)OB([C:34]2[CH:35]=[N:36][C:37]([NH2:40])=[N:38][CH:39]=2)O1.N1C=CN2C=C(C3N=C(NCC(C4C=CC=CC=4)C4NC=CC=4)C4C(=CC=CC=4)N=3)C=CC=12. No catalyst specified. The product is [NH2:40][C:37]1[N:38]=[CH:39][C:34]([C:2]2[N:11]=[C:10]([NH:12][CH2:13][CH:14]([C:20]3[CH:25]=[CH:24][CH:23]=[CH:22][CH:21]=3)[N:15]3[CH2:19][CH2:18][CH2:17][CH2:16]3)[C:9]3[C:4](=[CH:5][CH:6]=[CH:7][CH:8]=3)[N:3]=2)=[CH:35][N:36]=1. The yield is 0.680. (3) The reactants are [CH3:1][CH:2]1[CH:13]=[C:12]([CH3:14])[CH2:11][CH2:10][C:3]21[CH:8]([OH:9])[O:7][CH2:6][CH2:5][CH2:4]2.[CH3:15]C1C=CC(S(O)(=O)=O)=CC=1. The catalyst is CO.CC(OC)(C)C. The product is [CH3:15][O:9][CH:8]1[C:3]2([CH2:10][CH2:11][C:12]([CH3:14])=[CH:13][CH:2]2[CH3:1])[CH2:4][CH2:5][CH2:6][O:7]1. The yield is 0.800.